This data is from Forward reaction prediction with 1.9M reactions from USPTO patents (1976-2016). The task is: Predict the product of the given reaction. (1) Given the reactants [NH:1]([C:3]([S:5][CH3:6])=[NH:4])[NH2:2].[F:7][C:8]1[CH:9]=[C:10]([C:15](=O)[CH:16]=O)[CH:11]=[C:12]([F:14])[CH:13]=1, predict the reaction product. The product is: [CH3:6][S:5][C:3]1[N:1]=[N:2][CH:16]=[C:15]([C:10]2[CH:9]=[C:8]([F:7])[CH:13]=[C:12]([F:14])[CH:11]=2)[N:4]=1. (2) Given the reactants [Cl-].O[C:3]1[CH:4]=[C:5]([C:9](=[O:12])[CH2:10][NH3+:11])[CH:6]=[CH:7][CH:8]=1.[CH:13]1([C:19]([CH3:24])([CH3:23])[C:20](Cl)=[O:21])[CH2:18][CH2:17][CH2:16][CH2:15][CH2:14]1.C(N(CC)CC)C, predict the reaction product. The product is: [CH:13]1([C:19]([CH3:24])([CH3:23])[C:20]([NH:11][CH2:10][C:9](=[O:12])[C:5]2[CH:6]=[CH:7][CH:8]=[CH:3][CH:4]=2)=[O:21])[CH2:18][CH2:17][CH2:16][CH2:15][CH2:14]1. (3) Given the reactants [C:1]([O:5][C:6](=[O:31])[N:7]([C@H:9]([C:11](=[O:30])[NH:12][C@H:13]([C:17]([N:19]1[C:23]2=[N:24][CH:25]=[CH:26][CH:27]=[C:22]2[CH2:21][CH:20]1[CH2:28][OH:29])=[O:18])[CH:14]([CH3:16])[CH3:15])[CH3:10])[CH3:8])([CH3:4])([CH3:3])[CH3:2].[K+].[Br-], predict the reaction product. The product is: [C:1]([O:5][C:6](=[O:31])[N:7]([C@H:9]([C:11](=[O:30])[NH:12][C@H:13]([C:17]([N:19]1[C:23]2=[N:24][CH:25]=[CH:26][CH:27]=[C:22]2[CH2:21][C@H:20]1[CH:28]=[O:29])=[O:18])[CH:14]([CH3:16])[CH3:15])[CH3:10])[CH3:8])([CH3:3])([CH3:2])[CH3:4]. (4) Given the reactants ClC1C=CC=CC=1CN1C(=O)C(CCCN2CCN(C)CC2)=CC(C2C=CC(F)=C(C)C=2)=N1.[F:34][C:35]1[CH:40]=[CH:39][C:38]([C:41]2[CH:42]=[C:43]([C:48]([O:50][CH3:51])=[O:49])[C:44](=[O:47])[NH:45][N:46]=2)=[CH:37][C:36]=1[CH3:52].CS(O[CH2:58][CH2:59][C:60]1[CH:65]=[CH:64][CH:63]=[CH:62][C:61]=1[Cl:66])(=O)=O, predict the reaction product. The product is: [Cl:66][C:61]1[CH:62]=[CH:63][CH:64]=[CH:65][C:60]=1[CH2:59][CH2:58][N:45]1[C:44](=[O:47])[C:43]([C:48]([O:50][CH3:51])=[O:49])=[CH:42][C:41]([C:38]2[CH:39]=[CH:40][C:35]([F:34])=[C:36]([CH3:52])[CH:37]=2)=[N:46]1. (5) Given the reactants [Cl:1][C:2]1[CH:7]=[CH:6][C:5](/[CH:8]=[CH:9]/[C:10]([OH:12])=O)=[C:4]([CH2:13][N:14]2[N:18]=[N:17][C:16]([CH3:19])=[N:15]2)[CH:3]=1.[CH3:20][C:21]1[CH:25]=[N:24][N:23]([CH:26]2[CH2:31][CH2:30][NH:29][CH2:28][CH2:27]2)[N:22]=1.CCN(C(C)C)C(C)C.C(P1(=O)OP(CCC)(=O)OP(CCC)(=O)O1)CC, predict the reaction product. The product is: [Cl:1][C:2]1[CH:7]=[CH:6][C:5](/[CH:8]=[CH:9]/[C:10]([N:29]2[CH2:28][CH2:27][CH:26]([N:23]3[N:22]=[C:21]([CH3:20])[CH:25]=[N:24]3)[CH2:31][CH2:30]2)=[O:12])=[C:4]([CH2:13][N:14]2[N:18]=[N:17][C:16]([CH3:19])=[N:15]2)[CH:3]=1.